This data is from Forward reaction prediction with 1.9M reactions from USPTO patents (1976-2016). The task is: Predict the product of the given reaction. Given the reactants [Br:1][C:2]1[CH:15]=[CH:14][C:5]([CH2:6][N:7]2[CH2:11][CH2:10][CH2:9][CH:8]2[CH2:12][OH:13])=[CH:4][CH:3]=1.[CH2:16](I)[CH3:17].[H-].[Na+], predict the reaction product. The product is: [Br:1][C:2]1[CH:3]=[CH:4][C:5]([CH2:6][N:7]2[CH2:11][CH2:10][CH2:9][CH:8]2[CH2:12][O:13][CH2:16][CH3:17])=[CH:14][CH:15]=1.